Dataset: Forward reaction prediction with 1.9M reactions from USPTO patents (1976-2016). Task: Predict the product of the given reaction. (1) Given the reactants [CH2:1]([OH:4])[C:2]#[CH:3].N1C=CN=C1.[CH3:10][C:11]([Si:14](Cl)([CH3:16])[CH3:15])([CH3:13])[CH3:12].O, predict the reaction product. The product is: [C:11]([Si:14]([CH3:16])([CH3:15])[O:4][CH2:1][C:2]#[CH:3])([CH3:13])([CH3:12])[CH3:10]. (2) Given the reactants [CH3:1][N:2]1[C:6]2=[C:7]([N:11]([C@@H:29]3[CH2:34][CH2:33][CH2:32][N:31]([C:35]([O:37][C:38]([CH3:41])([CH3:40])[CH3:39])=[O:36])[CH2:30]3)[C:12](=[O:28])[C:13]3[CH:18]=[CH:17][C:16](B4OC(C)(C)C(C)(C)O4)=[CH:15][CH:14]=3)[N:8]=[CH:9][CH:10]=[C:5]2[CH:4]=[CH:3]1.Br[C:43]1[CH:44]=[N:45][N:46]([CH3:53])[C:47]=1[C:48]([O:50][CH2:51][CH3:52])=[O:49].C([O-])([O-])=O.[Cs+].[Cs+], predict the reaction product. The product is: [CH2:51]([O:50][C:48]([C:47]1[N:46]([CH3:53])[N:45]=[CH:44][C:43]=1[C:16]1[CH:17]=[CH:18][C:13]([C:12]([N:11]([C@@H:29]2[CH2:34][CH2:33][CH2:32][N:31]([C:35]([O:37][C:38]([CH3:39])([CH3:40])[CH3:41])=[O:36])[CH2:30]2)[C:7]2[N:8]=[CH:9][CH:10]=[C:5]3[CH:4]=[CH:3][N:2]([CH3:1])[C:6]=23)=[O:28])=[CH:14][CH:15]=1)=[O:49])[CH3:52]. (3) Given the reactants [F:1][C:2]1[C:3]([N+:16]([O-])=O)=[CH:4][C:5]2[CH:6]=[C:7]3[C:13]([CH3:15])([CH3:14])[CH2:12][CH2:11][N:8]3[C:9]=2[CH:10]=1.C([O-])=O.[NH4+], predict the reaction product. The product is: [F:1][C:2]1[C:3]([NH2:16])=[CH:4][C:5]2[CH:6]=[C:7]3[C:13]([CH3:14])([CH3:15])[CH2:12][CH2:11][N:8]3[C:9]=2[CH:10]=1. (4) Given the reactants [C:1]([O:7][CH2:8][CH2:9][C:10]#[N:11])(=[O:6])[CH2:2][C:3]([CH3:5])=[O:4].[O:12]1[C:17]2[CH:18]=[CH:19][C:20]([CH:22]=O)=[CH:21][C:16]=2[O:15][CH2:14][CH2:13]1.N1CCCCC1.C(O)(=O)C, predict the reaction product. The product is: [C:10]([CH2:9][CH2:8][O:7][C:1](=[O:6])[C:2](=[CH:22][C:20]1[CH:19]=[CH:18][C:17]2[O:12][CH2:13][CH2:14][O:15][C:16]=2[CH:21]=1)[C:3](=[O:4])[CH3:5])#[N:11]. (5) Given the reactants C[Al](C)C.C1(C)C=CC=CC=1.[NH:12]1[CH2:17][CH2:16][O:15][CH2:14][CH2:13]1.C([O:20][C:21](=O)[CH2:22][C:23]1[N:24]=[C:25]2[CH:30]=[CH:29][C:28]([Br:31])=[CH:27][N:26]2[CH:32]=1)C, predict the reaction product. The product is: [Br:31][C:28]1[CH:29]=[CH:30][C:25]2[N:26]([CH:32]=[C:23]([CH2:22][C:21]([N:12]3[CH2:17][CH2:16][O:15][CH2:14][CH2:13]3)=[O:20])[N:24]=2)[CH:27]=1. (6) Given the reactants [CH2:1]([NH:8][C:9]1[CH:14]=[C:13]([NH:15][C:16]2[CH:21]=[CH:20][C:19]([NH:22][S:23]([CH2:26][CH2:27][CH2:28]Cl)(=[O:25])=[O:24])=[CH:18][CH:17]=2)[N:12]=[CH:11][C:10]=1[CH2:30][C:31]([NH2:33])=[O:32])[C:2]1[CH:7]=[CH:6][CH:5]=[CH:4][CH:3]=1.C(=O)([O-])[O-].[K+].[K+].O, predict the reaction product. The product is: [CH2:1]([NH:8][C:9]1[CH:14]=[C:13]([NH:15][C:16]2[CH:21]=[CH:20][C:19]([N:22]3[CH2:28][CH2:27][CH2:26][S:23]3(=[O:25])=[O:24])=[CH:18][CH:17]=2)[N:12]=[CH:11][C:10]=1[CH2:30][C:31]([NH2:33])=[O:32])[C:2]1[CH:7]=[CH:6][CH:5]=[CH:4][CH:3]=1. (7) Given the reactants [F:1][C:2]1[CH:7]=[CH:6][C:5]([N:8]2[C:13]3[CH:14]=[CH:15][C:16]([N:18](S(C)(=O)=O)[S:19]([CH3:22])(=[O:21])=[O:20])=[CH:17][C:12]=3[O:11][C:10]([CH3:28])([CH3:27])[C:9]2=[O:29])=[CH:4][CH:3]=1.C(=O)([O-])[O-].[K+].[K+].O.Cl.O, predict the reaction product. The product is: [F:1][C:2]1[CH:3]=[CH:4][C:5]([N:8]2[C:13]3[CH:14]=[CH:15][C:16]([NH:18][S:19]([CH3:22])(=[O:20])=[O:21])=[CH:17][C:12]=3[O:11][C:10]([CH3:27])([CH3:28])[C:9]2=[O:29])=[CH:6][CH:7]=1.